Dataset: TCR-epitope binding with 47,182 pairs between 192 epitopes and 23,139 TCRs. Task: Binary Classification. Given a T-cell receptor sequence (or CDR3 region) and an epitope sequence, predict whether binding occurs between them. (1) The epitope is SEISMDNSPNL. The TCR CDR3 sequence is CASSFPGADEQYF. Result: 1 (the TCR binds to the epitope). (2) The epitope is CTELKLSDY. The TCR CDR3 sequence is CASSHETSGSLEQYF. Result: 0 (the TCR does not bind to the epitope). (3) The epitope is FADDLNQLTGY. The TCR CDR3 sequence is CASSQTSGTGNYEQYF. Result: 0 (the TCR does not bind to the epitope). (4) The epitope is LLLGIGILV. The TCR CDR3 sequence is CASSSSGSSYEQYF. Result: 1 (the TCR binds to the epitope).